This data is from Blood-brain barrier permeability classification from the B3DB database. The task is: Regression/Classification. Given a drug SMILES string, predict its absorption, distribution, metabolism, or excretion properties. Task type varies by dataset: regression for continuous measurements (e.g., permeability, clearance, half-life) or binary classification for categorical outcomes (e.g., BBB penetration, CYP inhibition). Dataset: b3db_classification. (1) The molecule is NC(=O)OC[C@H](O)COc1ccc(Cl)cc1. The result is 1 (penetrates BBB). (2) The drug is CN(C)CCO. The result is 1 (penetrates BBB). (3) The molecule is O=C1NCCN1CCN1CCC(c2cn(-c3ccc(F)cc3)c3ccc(Cl)cc23)CC1. The result is 1 (penetrates BBB). (4) The drug is OCc1cccnc1. The result is 0 (does not penetrate BBB). (5) The drug is CC[C@H](NC(=O)[C@@H](C)SCc1ccccc1)c1ccc(OC)c(OC)c1. The result is 1 (penetrates BBB). (6) The drug is O=C(Cc1ccc(Cl)c(Cl)c1)N1CCn2ccnc2[C@@H]1CN1CC[C@H](O)C1. The result is 0 (does not penetrate BBB). (7) The compound is CC(=O)OC1CC2CCC3C(CCC4(C)C3CC(N3CC[N+](C)(C)CC3)C4OC(C)=O)C2(C)CC1N1CC[N+](C)(C)CC1. The result is 0 (does not penetrate BBB). (8) The drug is CC1(C)S[C@@H]2[C@H](NC(=O)[C@@H](C(=O)O)c3ccsc3)C(=O)N2[C@H]1C(=O)O. The result is 0 (does not penetrate BBB).